This data is from Forward reaction prediction with 1.9M reactions from USPTO patents (1976-2016). The task is: Predict the product of the given reaction. (1) Given the reactants [CH2:1]([O:3][C:4]1[CH:5]=[C:6]([C:20]2[CH:25]=[CH:24][C:23]([CH2:26][C:27]([OH:29])=O)=[C:22]([F:30])[CH:21]=2)[CH:7]=[N:8][C:9]=1[O:10][CH2:11][C:12]1[CH:17]=[CH:16][C:15]([O:18][CH3:19])=[CH:14][CH:13]=1)[CH3:2].[CH3:31][N:32]1[CH:36]=[C:35]([C:37]2[CH:38]=[C:39]([CH:41]=[C:42]([C:44]([F:47])([F:46])[F:45])[CH:43]=2)[NH2:40])[CH:34]=[N:33]1.C(P1(=O)OP(CCC)(=O)OP(CCC)(=O)O1)CC, predict the reaction product. The product is: [CH2:1]([O:3][C:4]1[CH:5]=[C:6]([C:20]2[CH:25]=[CH:24][C:23]([CH2:26][C:27]([NH:40][C:39]3[CH:41]=[C:42]([C:44]([F:45])([F:46])[F:47])[CH:43]=[C:37]([C:35]4[CH:34]=[N:33][N:32]([CH3:31])[CH:36]=4)[CH:38]=3)=[O:29])=[C:22]([F:30])[CH:21]=2)[CH:7]=[N:8][C:9]=1[O:10][CH2:11][C:12]1[CH:17]=[CH:16][C:15]([O:18][CH3:19])=[CH:14][CH:13]=1)[CH3:2]. (2) Given the reactants [H-].[Al+3].[Li+].[H-].[H-].[H-].[F:7][C:8]1[CH:16]=[CH:15][C:11]([C:12](O)=[O:13])=[C:10]([OH:17])[CH:9]=1, predict the reaction product. The product is: [F:7][C:8]1[CH:16]=[CH:15][C:11]([CH2:12][OH:13])=[C:10]([OH:17])[CH:9]=1. (3) Given the reactants [O-:1][C:2]#[N:3].[K+].C(O[C:8](=[O:24])[CH2:9][NH:10][CH:11]1[CH2:16][CH2:15][N:14]([C:17]([O:19][C:20]([CH3:23])([CH3:22])[CH3:21])=[O:18])[CH2:13][CH2:12]1)C.C(O)(=O)C, predict the reaction product. The product is: [O:1]=[C:2]1[NH:3][C:8](=[O:24])[CH2:9][N:10]1[CH:11]1[CH2:12][CH2:13][N:14]([C:17]([O:19][C:20]([CH3:21])([CH3:22])[CH3:23])=[O:18])[CH2:15][CH2:16]1. (4) Given the reactants [Cl:1][C:2]1[C:3]([NH:17][CH2:18][C:19]([CH:21]2[CH2:25][CH2:24][CH2:23][CH2:22]2)=O)=[N:4][C:5]2[C:10]([N:11]=1)=[CH:9][C:8]([C:12]([O:14][CH3:15])=[O:13])=[C:7]([CH3:16])[CH:6]=2.FC(F)(F)C(OC(=O)C(F)(F)F)=O.FC(F)(F)C(O)=O.C(=O)([O-])O.[Na+], predict the reaction product. The product is: [Cl:1][C:2]1[C:3]2[N:4]([C:19]([CH:21]3[CH2:25][CH2:24][CH2:23][CH2:22]3)=[CH:18][N:17]=2)[C:5]2[C:10]([N:11]=1)=[CH:9][C:8]([C:12]([O:14][CH3:15])=[O:13])=[C:7]([CH3:16])[CH:6]=2. (5) Given the reactants C([O:3][C:4](=[O:20])[C@@H:5]([O:18][CH3:19])[CH2:6][C:7]1[CH:12]=[CH:11][C:10]([O:13][CH2:14][C:15]([OH:17])=O)=[CH:9][CH:8]=1)C.[CH2:21]([NH:28][CH2:29][CH2:30][C:31]1[CH:36]=[CH:35][CH:34]=[CH:33][CH:32]=1)[C:22]1[CH:27]=[CH:26][CH:25]=[CH:24][CH:23]=1.C(O[C@@H](CC1C=CC(O[C@@H](C(=O)NCCC2C=CC(OC3C=CC=CC=3)=CC=2)C)=CC=1)C(O)=O)C, predict the reaction product. The product is: [CH2:21]([N:28]([CH2:29][CH2:30][C:31]1[CH:36]=[CH:35][CH:34]=[CH:33][CH:32]=1)[C:15]([CH2:14][O:13][C:10]1[CH:9]=[CH:8][C:7]([CH2:6][C@H:5]([O:18][CH3:19])[C:4]([OH:3])=[O:20])=[CH:12][CH:11]=1)=[O:17])[C:22]1[CH:27]=[CH:26][CH:25]=[CH:24][CH:23]=1. (6) Given the reactants [CH2:1]([O:8][NH:9][C@H:10]1[CH2:15][NH:14][C@H:13]([C:16]([O:18][C:19]([CH3:22])([CH3:21])[CH3:20])=[O:17])[CH2:12][CH2:11]1)[C:2]1[CH:7]=[CH:6][CH:5]=[CH:4][CH:3]=1.C(N(CC)CC)C.[O:30]=[C:31](Cl)OC(Cl)(Cl)Cl, predict the reaction product. The product is: [CH2:1]([O:8][N:9]1[C:31](=[O:30])[N:14]2[CH2:15][C@H:10]1[CH2:11][CH2:12][C@H:13]2[C:16]([O:18][C:19]([CH3:22])([CH3:21])[CH3:20])=[O:17])[C:2]1[CH:3]=[CH:4][CH:5]=[CH:6][CH:7]=1.